Predict which catalyst facilitates the given reaction. From a dataset of Catalyst prediction with 721,799 reactions and 888 catalyst types from USPTO. (1) Reactant: [CH2:1]([N:3]1[CH2:13][CH:12]2[CH2:14][CH:5]([C:6]3[C:11]2=[CH:10][C:9]([N+:15]([O-])=O)=[CH:8][CH:7]=3)[CH2:4]1)[CH3:2].[H][H]. Product: [CH2:1]([N:3]1[CH2:13][CH:12]2[CH2:14][CH:5]([C:6]3[C:11]2=[CH:10][C:9]([NH2:15])=[CH:8][CH:7]=3)[CH2:4]1)[CH3:2]. The catalyst class is: 50. (2) Product: [CH2:1]([O:3][C:4](=[O:52])[CH2:5][C@H:6]1[CH2:7][CH2:8][C@H:9]([CH2:12][N:14]2[C:23]3[C:18](=[CH:19][C:20]([C:24]([F:27])([F:26])[F:25])=[CH:21][CH:22]=3)[C@@H:17]([N:28]([CH2:35][C:36]3[CH:37]=[C:38]([C:46]([F:49])([F:47])[F:48])[CH:39]=[C:40]([C:42]([F:44])([F:43])[F:45])[CH:41]=3)[C:29]3[N:30]=[N:31][N:32]([CH3:34])[N:33]=3)[CH2:16][C@H:15]2[CH2:50][CH3:51])[CH2:10][CH2:11]1)[CH3:2]. Reactant: [CH2:1]([O:3][C:4](=[O:52])[CH2:5][C@H:6]1[CH2:11][CH2:10][C@H:9]([C:12]([N:14]2[C:23]3[C:18](=[CH:19][C:20]([C:24]([F:27])([F:26])[F:25])=[CH:21][CH:22]=3)[C@@H:17]([N:28]([CH2:35][C:36]3[CH:41]=[C:40]([C:42]([F:45])([F:44])[F:43])[CH:39]=[C:38]([C:46]([F:49])([F:48])[F:47])[CH:37]=3)[C:29]3[N:30]=[N:31][N:32]([CH3:34])[N:33]=3)[CH2:16][C@H:15]2[CH2:50][CH3:51])=O)[CH2:8][CH2:7]1)[CH3:2].CSC.B. The catalyst class is: 1. (3) Reactant: [CH3:1][C:2]1[NH:3][C:4]([C:22]([F:25])([F:24])[F:23])=[C:5]([C:20]#[N:21])[C@@H:6]([C:10]2[CH:11]=[C:12]3[C:16](=[CH:17][CH:18]=2)[NH:15][N:14]=[C:13]3[CH3:19])[C:7]=1[C:8]#[N:9].[OH-].[Na+:27]. Product: [C:8]([C:7]1[C@H:6]([C:10]2[CH:11]=[C:12]3[C:16](=[CH:17][CH:18]=2)[NH:15][N:14]=[C:13]3[CH3:19])[C:5]([C:20]#[N:21])=[C:4]([C:22]([F:23])([F:25])[F:24])[N-:3][C:2]=1[CH3:1])#[N:9].[Na+:27]. The catalyst class is: 1. (4) The catalyst class is: 1. Reactant: [Br:1][C:2]1[CH:10]=[CH:9][C:5]([C:6](Cl)=[O:7])=[C:4]([Cl:11])[CH:3]=1.[CH2:12](P(CCCC)CCCC)CCC.C[Mg]Br.Cl. Product: [Br:1][C:2]1[CH:10]=[CH:9][C:5]([C:6](=[O:7])[CH3:12])=[C:4]([Cl:11])[CH:3]=1. (5) The catalyst class is: 6. Product: [CH:13]1[CH:14]=[CH:15][C:10]2[O:9][N:8]=[C:7]([CH2:6][S:3]([OH:2])(=[O:4])=[NH:24])[C:11]=2[CH:12]=1. Reactant: C[O:2][S:3]([CH2:6][C:7]1[C:11]2[CH:12]=[CH:13][CH:14]=[CH:15][C:10]=2[O:9][N:8]=1)(=O)=[O:4].C1(C)C=CC=CC=1.C[N:24](C=O)C.C(Cl)(=O)C(Cl)=O. (6) Reactant: [NH2:1][C:2]1[C:7]([C:8](=[O:10])[NH2:9])=[CH:6][CH:5]=[CH:4][C:3]=1[NH:11][C:12]([CH:14]1[CH2:23][C:22]2[C:17](=[CH:18][C:19]([NH:24][C:25]([O:27]C(C)(C)C)=[O:26])=[CH:20][CH:21]=2)[CH2:16][N:15]1[C:32]([O:34]C(C)(C)C)=[O:33])=O. Product: [C:7]([O:27][C:25]([NH:24][C:19]1[CH:18]=[C:17]2[C:22]([CH2:23][CH:14]([C:12]3[NH:11][C:3]4[CH:4]=[CH:5][CH:6]=[C:7]([C:8](=[O:10])[NH2:9])[C:2]=4[N:1]=3)[N:15]([C:32]([O:34][C:17]([CH3:22])([CH3:18])[CH3:16])=[O:33])[CH2:16]2)=[CH:21][CH:20]=1)=[O:26])([CH3:8])([CH3:2])[CH3:6]. The catalyst class is: 15.